Dataset: Catalyst prediction with 721,799 reactions and 888 catalyst types from USPTO. Task: Predict which catalyst facilitates the given reaction. (1) Reactant: [CH3:1][O:2][C:3]1[CH:4]=[C:5]2[C:9](=[CH:10][CH:11]=1)[NH:8][CH:7]=[CH:6]2.[H-].[Na+].Br[CH2:15][C:16]([O:18][CH3:19])=[O:17].O. Product: [CH3:1][O:2][C:3]1[CH:4]=[C:5]2[C:9](=[CH:10][CH:11]=1)[N:8]([CH2:15][C:16]([O:18][CH3:19])=[O:17])[CH:7]=[CH:6]2. The catalyst class is: 3. (2) Reactant: [C:1]([C:4]1[C:5]([NH:13][C:14]2[C:19]([F:20])=[CH:18][C:17]([N:21]3[CH2:26][CH2:25][N:24]([C:27]([O:29][C:30]([CH3:33])([CH3:32])[CH3:31])=[O:28])[CH2:23][CH2:22]3)=[CH:16][C:15]=2[F:34])=[N:6][C:7]([S:11][CH3:12])=[N:8][C:9]=1Cl)(=[O:3])[NH2:2].[NH2:35][NH2:36]. Product: [C:1]([C:4]1[C:5]([NH:13][C:14]2[C:19]([F:20])=[CH:18][C:17]([N:21]3[CH2:26][CH2:25][N:24]([C:27]([O:29][C:30]([CH3:33])([CH3:32])[CH3:31])=[O:28])[CH2:23][CH2:22]3)=[CH:16][C:15]=2[F:34])=[N:6][C:7]([S:11][CH3:12])=[N:8][C:9]=1[NH:35][NH2:36])(=[O:3])[NH2:2]. The catalyst class is: 12. (3) Reactant: [CH3:1][N:2]([CH3:19])[C:3]([CH2:5][CH2:6][CH2:7][C:8]#[C:9][C:10]1[CH:11]=[C:12]([CH:16]=[CH:17][CH:18]=1)[C:13]([OH:15])=O)=[O:4].CCN=C=N[CH2:25][CH2:26][CH2:27][N:28](C)C.C(N(CC)CC)C.C1(N)CC1. Product: [CH:27]1([NH:28][C:13](=[O:15])[C:12]2[CH:16]=[CH:17][CH:18]=[C:10]([C:9]#[C:8][CH2:7][CH2:6][CH2:5][C:3](=[O:4])[N:2]([CH3:1])[CH3:19])[CH:11]=2)[CH2:25][CH2:26]1. The catalyst class is: 4. (4) Reactant: [CH2:1]([O:3][C:4]([CH:6]1[C:15]2[C:10](=[CH:11][C:12](OS(C(F)(F)F)(=O)=O)=[C:13]([CH3:16])[CH:14]=2)[C:9]([CH3:26])([CH3:25])[CH2:8][CH2:7]1)=[O:5])[CH3:2].C(N(CC)CC)C.[CH3:34][Si:35]([C:38]#[CH:39])([CH3:37])[CH3:36].C(OCC)(=O)C. Product: [CH2:1]([O:3][C:4]([CH:6]1[C:15]2[C:10](=[CH:11][C:12]([C:39]#[C:38][Si:35]([CH3:37])([CH3:36])[CH3:34])=[C:13]([CH3:16])[CH:14]=2)[C:9]([CH3:26])([CH3:25])[CH2:8][CH2:7]1)=[O:5])[CH3:2]. The catalyst class is: 730. (5) Reactant: Br[C:2]1[CH:3]=[C:4]([CH:8]2[C:17]([CH3:19])([CH3:18])[CH2:16][C:15]3[C:10](=[CH:11][CH:12]=[C:13]([C:20]([OH:22])=[O:21])[CH:14]=3)[NH:9]2)[CH:5]=[CH:6][CH:7]=1.[CH3:23][N:24]1[CH2:28][CH2:27][NH:26][C:25]1=[O:29].Cl.CN(C)CC(O)=O.C(=O)([O-])[O-].[K+].[K+]. Product: [CH3:18][C:17]1([CH3:19])[CH2:16][C:15]2[C:10](=[CH:11][CH:12]=[C:13]([C:20]([OH:22])=[O:21])[CH:14]=2)[NH:9][CH:8]1[C:4]1[CH:5]=[CH:6][CH:7]=[C:2]([N:26]2[CH2:27][CH2:28][N:24]([CH3:23])[C:25]2=[O:29])[CH:3]=1. The catalyst class is: 156. (6) Reactant: FC(F)(C)C(F)(F)C(F)(F)O.[C:12]([CH:16]([C:18]([CH2:21][OH:22])([F:20])[F:19])[F:17])([F:15])([F:14])[F:13].C(=O)([O-])[O-].[K+].[K+].[C:29]([O:33][C:34](=[C:36]([F:38])[F:37])[F:35])([F:32])([F:31])[F:30]. Product: [C:12]([CH:16]([C:18]([CH2:21][O:22][C:36]([CH:34]([O:33][C:29]([F:32])([F:31])[F:30])[F:35])([F:38])[F:37])([F:20])[F:19])[F:17])([F:15])([F:14])[F:13]. The catalyst class is: 10.